Dataset: Forward reaction prediction with 1.9M reactions from USPTO patents (1976-2016). Task: Predict the product of the given reaction. Given the reactants [H-].[Na+].[CH3:3][N:4]([CH2:6][C:7]1[CH:12]=[CH:11][C:10]([OH:13])=[CH:9][C:8]=1[F:14])[CH3:5].CS(O[CH:20]1[CH2:23][N:22]([C:24]([O:26][C:27]([CH3:30])([CH3:29])[CH3:28])=[O:25])[CH2:21]1)(=O)=O.O, predict the reaction product. The product is: [CH3:5][N:4]([CH2:6][C:7]1[CH:12]=[CH:11][C:10]([O:13][CH:20]2[CH2:21][N:22]([C:24]([O:26][C:27]([CH3:30])([CH3:29])[CH3:28])=[O:25])[CH2:23]2)=[CH:9][C:8]=1[F:14])[CH3:3].